This data is from Full USPTO retrosynthesis dataset with 1.9M reactions from patents (1976-2016). The task is: Predict the reactants needed to synthesize the given product. (1) Given the product [NH2:13][C:5]1[CH:4]=[C:3]([O:2][CH3:1])[CH:12]=[CH:11][C:6]=1[C:7]([O:9][CH3:10])=[O:8], predict the reactants needed to synthesize it. The reactants are: [CH3:1][O:2][C:3]1[CH:12]=[CH:11][C:6]([C:7]([O:9][CH3:10])=[O:8])=[C:5]([N+:13]([O-])=O)[CH:4]=1.O.O.[Sn](Cl)Cl. (2) Given the product [CH3:1][O:2][C:3]([NH:5][C@@H:6]([CH:19]([CH3:21])[CH3:20])[C:7]([N:9]1[C@H:10]([C:15]([O:17][CH3:18])=[O:16])[CH2:11][C:12]2([O:24][CH2:23][CH2:22][O:14]2)[CH2:13]1)=[O:8])=[O:4], predict the reactants needed to synthesize it. The reactants are: [CH3:1][O:2][C:3]([NH:5][C@@H:6]([CH:19]([CH3:21])[CH3:20])[C:7]([N:9]1[CH2:13][C:12](=[O:14])[CH2:11][C@H:10]1[C:15]([O:17][CH3:18])=[O:16])=[O:8])=[O:4].[CH2:22](O)[CH2:23][OH:24].C1(C)C=CC=CC=1. (3) Given the product [Br:1][C:2]1[CH:3]=[CH:4][C:5]([CH2:8][CH2:9][O:10][CH2:11][CH2:12][OH:13])=[CH:6][CH:7]=1, predict the reactants needed to synthesize it. The reactants are: [Br:1][C:2]1[CH:7]=[CH:6][C:5]([CH2:8][CH2:9][O:10][CH2:11][C:12](O)=[O:13])=[CH:4][CH:3]=1.CSC.B. (4) Given the product [Cl:1][C:2]1[CH:3]=[CH:4][C:5]([C:8]2([F:16])[CH2:10][CH:9]2[C:11]([OH:13])=[O:12])=[CH:6][CH:7]=1, predict the reactants needed to synthesize it. The reactants are: [Cl:1][C:2]1[CH:7]=[CH:6][C:5]([C:8]2([F:16])[CH2:10][CH:9]2[C:11]([O:13]CC)=[O:12])=[CH:4][CH:3]=1.[OH-].[K+].